Predict the reactants needed to synthesize the given product. From a dataset of Full USPTO retrosynthesis dataset with 1.9M reactions from patents (1976-2016). (1) Given the product [Cl:13][C:14]1[CH:15]=[C:16]([CH:17]=[C:18]([CH2:20][N:21]2[C:25]3[CH:26]=[CH:27][C:28]4[N:29]([C:30]([CH3:33])=[N:31][N:32]=4)[C:24]=3[CH:23]=[C:22]2[C:34]2[O:35][CH:36]=[N:37][N:38]=2)[CH:19]=1)[CH2:39][N:42]1[CH2:45][CH:44]([OH:46])[CH2:43]1, predict the reactants needed to synthesize it. The reactants are: C(N(CC)CC)C.CS(Cl)(=O)=O.[Cl:13][C:14]1[CH:15]=[C:16]([CH2:39]O)[CH:17]=[C:18]([CH2:20][N:21]2[C:25]3[CH:26]=[CH:27][C:28]4[N:29]([C:30]([CH3:33])=[N:31][N:32]=4)[C:24]=3[CH:23]=[C:22]2[C:34]2[O:35][CH:36]=[N:37][N:38]=2)[CH:19]=1.Cl.[NH:42]1[CH2:45][CH:44]([OH:46])[CH2:43]1.S([O-])(=O)(=O)C. (2) Given the product [CH3:12][O:11][N:10]([CH3:9])[C:6]([C:4]1[N:3]=[CH:2][S:1][CH:5]=1)=[O:8], predict the reactants needed to synthesize it. The reactants are: [S:1]1[CH:5]=[C:4]([C:6]([OH:8])=O)[N:3]=[CH:2]1.[CH3:9][NH:10][O:11][CH3:12].CN(C(ON1N=NC2C=CC=NC1=2)=[N+](C)C)C.F[P-](F)(F)(F)(F)F.